This data is from Full USPTO retrosynthesis dataset with 1.9M reactions from patents (1976-2016). The task is: Predict the reactants needed to synthesize the given product. (1) The reactants are: [CH3:1][C:2]1[NH:6][N:5]=[C:4]([NH:7][C:8](=[O:15])[C:9]2[CH:14]=[CH:13][CH:12]=[N:11][CH:10]=2)[CH:3]=1.C(N(CC)CC)C.[Cl:23][C:24]1[CH:32]=[CH:31][CH:30]=[CH:29][C:25]=1[C:26](Cl)=[O:27]. Given the product [Cl:23][C:24]1[CH:32]=[CH:31][CH:30]=[CH:29][C:25]=1[C:26]([N:6]1[C:2]([CH3:1])=[CH:3][C:4]([NH:7][C:8](=[O:15])[C:9]2[CH:14]=[CH:13][CH:12]=[N:11][CH:10]=2)=[N:5]1)=[O:27], predict the reactants needed to synthesize it. (2) Given the product [Cl:28][C:11]1[N:12]=[N:13][C:14]([CH3:15])=[C:9]([C:4]2[CH:5]=[CH:6][C:7]([Cl:8])=[C:2]([Cl:1])[CH:3]=2)[C:10]=1[C:17]1[C:22]([F:23])=[CH:21][C:20]([F:24])=[CH:19][C:18]=1[F:25], predict the reactants needed to synthesize it. The reactants are: [Cl:1][C:2]1[CH:3]=[C:4]([C:9]2[C:14]([CH3:15])=[N:13][NH:12][C:11](=O)[C:10]=2[C:17]2[C:22]([F:23])=[CH:21][C:20]([F:24])=[CH:19][C:18]=2[F:25])[CH:5]=[CH:6][C:7]=1[Cl:8].P(Cl)(Cl)([Cl:28])=O. (3) Given the product [CH2:21]([O:20][C:18](=[O:19])[CH2:17][O:1][CH:2]1[CH2:6][CH2:5][N:4]([C:7]([O:9][C:10]([CH3:13])([CH3:12])[CH3:11])=[O:8])[CH2:3]1)[CH3:22], predict the reactants needed to synthesize it. The reactants are: [OH:1][CH:2]1[CH2:6][CH2:5][N:4]([C:7]([O:9][C:10]([CH3:13])([CH3:12])[CH3:11])=[O:8])[CH2:3]1.[H-].[Na+].Cl[CH2:17][C:18]([O:20][CH2:21][CH3:22])=[O:19]. (4) Given the product [Cl:1][C:2]1[C:3]([N:8]2[C:12]([C:25]([OH:27])=[O:26])=[CH:11][C:10]([C:13]([F:16])([F:14])[F:15])=[N:9]2)=[N:4][CH:5]=[CH:6][CH:7]=1, predict the reactants needed to synthesize it. The reactants are: [Cl:1][C:2]1[C:3]([N:8]2[CH:12]=[CH:11][C:10]([C:13]([F:16])([F:15])[F:14])=[N:9]2)=[N:4][CH:5]=[CH:6][CH:7]=1.C([N-]C(C)C)(C)C.[Li+].[C:25](=[O:27])=[O:26].[OH-].[Na+]. (5) Given the product [CH:28]1([N:34]2[C:39](=[O:40])[CH2:38][C:37](=[O:42])[N:2]([CH:3]3[CH2:8][CH2:7][CH2:6][N:5]([C:9]([O:11][CH2:12][C:13]4[CH:18]=[CH:17][CH:16]=[CH:15][CH:14]=4)=[O:10])[CH2:4]3)[C:35]2=[O:36])[CH2:33][CH2:32][CH2:31][CH2:30][CH2:29]1, predict the reactants needed to synthesize it. The reactants are: Cl.[NH2:2][CH:3]1[CH2:8][CH2:7][CH2:6][N:5]([C:9]([O:11][CH2:12][C:13]2[CH:18]=[CH:17][CH:16]=[CH:15][CH:14]=2)=[O:10])[CH2:4]1.C(N(C(C)C)CC)(C)C.[CH:28]1([N:34]=[C:35]=[O:36])[CH2:33][CH2:32][CH2:31][CH2:30][CH2:29]1.[C:37](Cl)(=[O:42])[CH2:38][C:39](Cl)=[O:40]. (6) Given the product [OH:32][CH2:33][CH2:34][N+:35]([CH3:38])([CH3:37])[CH3:36].[Cl:1][C:2]1[CH:7]=[CH:6][C:5]([C:8]([C:10]2[CH:15]=[CH:14][C:13]([O:16][C:18]([CH3:24])([CH3:23])[C:19]([O-:21])=[O:20])=[CH:12][CH:11]=2)=[O:9])=[CH:4][CH:3]=1, predict the reactants needed to synthesize it. The reactants are: [Cl:1][C:2]1[CH:7]=[CH:6][C:5]([C:8]([C:10]2[CH:15]=[CH:14][C:13]([OH:16])=[CH:12][CH:11]=2)=[O:9])=[CH:4][CH:3]=1.Br[C:18]([CH3:24])([CH3:23])[C:19]([O:21]C)=[O:20].C(=O)([O-])[O-].[K+].[K+].[OH-].[OH:32][CH2:33][CH2:34][N+:35]([CH3:38])([CH3:37])[CH3:36]. (7) Given the product [F:15][C:16]1[CH:17]=[CH:18][C:19]([OH:24])=[C:20]([C:21]2[NH:1][N:2]=[C:3]([C:5]3[C:14]4[C:9](=[CH:10][CH:11]=[CH:12][CH:13]=4)[CH:8]=[CH:7][N:6]=3)[N:4]=2)[CH:23]=1, predict the reactants needed to synthesize it. The reactants are: [NH2:1][NH:2][C:3]([C:5]1[C:14]2[C:9](=[CH:10][CH:11]=[CH:12][CH:13]=2)[CH:8]=[CH:7][N:6]=1)=[NH:4].[F:15][C:16]1[CH:17]=[CH:18][C:19]([OH:24])=[C:20]([CH:23]=1)[CH:21]=O.